Predict the product of the given reaction. From a dataset of Forward reaction prediction with 1.9M reactions from USPTO patents (1976-2016). (1) Given the reactants C(OC([NH:8][C@H:9]([C:34]1[CH:39]=[CH:38][CH:37]=[C:36]([F:40])[CH:35]=1)[CH2:10][CH:11]([N:13]1[CH2:18][CH2:17][CH:16]([N:19]2[C:23]3[CH2:24][N:25]([C:28]([O:30][CH2:31][CH3:32])=[O:29])[CH2:26][CH2:27][C:22]=3[N:21]=[C:20]2[CH3:33])[CH2:15][CH2:14]1)[CH3:12])=O)(C)(C)C.Cl, predict the reaction product. The product is: [NH2:8][C@H:9]([C:34]1[CH:39]=[CH:38][CH:37]=[C:36]([F:40])[CH:35]=1)[CH2:10][CH:11]([N:13]1[CH2:18][CH2:17][CH:16]([N:19]2[C:23]3[CH2:24][N:25]([C:28]([O:30][CH2:31][CH3:32])=[O:29])[CH2:26][CH2:27][C:22]=3[N:21]=[C:20]2[CH3:33])[CH2:15][CH2:14]1)[CH3:12]. (2) Given the reactants [C:1](Cl)(=[O:6])[C:2]([CH3:5])([CH3:4])[CH3:3].[Br:8][C:9]1[N:14]=[N:13][C:12]([NH2:15])=[CH:11][CH:10]=1, predict the reaction product. The product is: [Br:8][C:9]1[N:14]=[N:13][C:12]([NH:15][C:1](=[O:6])[C:2]([CH3:5])([CH3:4])[CH3:3])=[CH:11][CH:10]=1. (3) Given the reactants [F:1][C:2]1([F:32])[O:6][C:5]2[CH:7]=[CH:8][C:9]([NH:11][C:12]([C:14]3[CH:19]=[CH:18][CH:17]=[CH:16][C:15]=3[NH:20][CH2:21][C:22]3[CH:27]=[CH:26][N:25]=[C:24]([C:28](OC)=[O:29])[CH:23]=3)=[O:13])=[CH:10][C:4]=2[O:3]1.[CH3:33][C:34]1([CH3:41])[O:38][CH:37]([CH2:39][NH2:40])[CH2:36][O:35]1, predict the reaction product. The product is: [F:32][C:2]1([F:1])[O:6][C:5]2[CH:7]=[CH:8][C:9]([NH:11][C:12]([C:14]3[CH:19]=[CH:18][CH:17]=[CH:16][C:15]=3[NH:20][CH2:21][C:22]3[CH:27]=[CH:26][N:25]=[C:24]([C:28]([NH:40][CH2:39][CH:37]4[CH2:36][O:35][C:34]([CH3:41])([CH3:33])[O:38]4)=[O:29])[CH:23]=3)=[O:13])=[CH:10][C:4]=2[O:3]1.